This data is from Merck oncology drug combination screen with 23,052 pairs across 39 cell lines. The task is: Regression. Given two drug SMILES strings and cell line genomic features, predict the synergy score measuring deviation from expected non-interaction effect. (1) Drug 1: Cn1nnc2c(C(N)=O)ncn2c1=O. Drug 2: Cc1nc(Nc2ncc(C(=O)Nc3c(C)cccc3Cl)s2)cc(N2CCN(CCO)CC2)n1. Cell line: SKOV3. Synergy scores: synergy=-9.78. (2) Drug 1: O=C(O)C1(Cc2cccc(Nc3nccs3)n2)CCC(Oc2cccc(Cl)c2F)CC1. Drug 2: NC1(c2ccc(-c3nc4ccn5c(=O)[nH]nc5c4cc3-c3ccccc3)cc2)CCC1. Cell line: A2780. Synergy scores: synergy=22.9. (3) Drug 1: COc1cccc2c1C(=O)c1c(O)c3c(c(O)c1C2=O)CC(O)(C(=O)CO)CC3OC1CC(N)C(O)C(C)O1. Drug 2: O=C(NOCC(O)CO)c1ccc(F)c(F)c1Nc1ccc(I)cc1F. Cell line: UWB1289BRCA1. Synergy scores: synergy=-2.15. (4) Drug 1: O=P1(N(CCCl)CCCl)NCCCO1. Drug 2: CCN(CC)CCNC(=O)c1c(C)[nH]c(C=C2C(=O)Nc3ccc(F)cc32)c1C. Cell line: A375. Synergy scores: synergy=8.36. (5) Drug 1: CN(Cc1cnc2nc(N)nc(N)c2n1)c1ccc(C(=O)NC(CCC(=O)O)C(=O)O)cc1. Drug 2: O=C(NOCC(O)CO)c1ccc(F)c(F)c1Nc1ccc(I)cc1F. Cell line: PA1. Synergy scores: synergy=-19.0. (6) Drug 1: COC12C(COC(N)=O)C3=C(C(=O)C(C)=C(N)C3=O)N1CC1NC12. Drug 2: Cn1c(=O)n(-c2ccc(C(C)(C)C#N)cc2)c2c3cc(-c4cnc5ccccc5c4)ccc3ncc21. Cell line: RPMI7951. Synergy scores: synergy=1.74.